From a dataset of Peptide-MHC class I binding affinity with 185,985 pairs from IEDB/IMGT. Regression. Given a peptide amino acid sequence and an MHC pseudo amino acid sequence, predict their binding affinity value. This is MHC class I binding data. (1) The peptide sequence is VDFLEENIT. The MHC is Mamu-A11 with pseudo-sequence Mamu-A11. The binding affinity (normalized) is 0.0768. (2) The MHC is HLA-A68:02 with pseudo-sequence HLA-A68:02. The binding affinity (normalized) is 0.567. The peptide sequence is TVAPPAPVY. (3) The peptide sequence is YTAVKPLVY. The MHC is Mamu-A02 with pseudo-sequence Mamu-A02. The binding affinity (normalized) is 0.903.